From a dataset of Forward reaction prediction with 1.9M reactions from USPTO patents (1976-2016). Predict the product of the given reaction. (1) Given the reactants [NH:1]1[CH:5]=[CH:4][CH:3]=[N:2]1.[C:6]([OH:10])(=[O:9])[CH:7]=[CH2:8], predict the reaction product. The product is: [N:1]1([CH2:8][CH2:7][C:6]([OH:10])=[O:9])[CH:5]=[CH:4][CH:3]=[N:2]1. (2) Given the reactants [CH3:1][CH:2]1[C:6](=[O:7])[CH2:5][CH2:4][C:3]1=[O:8].[NH2:9][C:10]1[C:18]([Cl:19])=[CH:17][C:13]([C:14]([OH:16])=[O:15])=[C:12]([Cl:20])[CH:11]=1, predict the reaction product. The product is: [Cl:20][C:12]1[CH:11]=[C:10]([NH:9][C:6]2[CH2:5][CH2:4][C:3](=[O:8])[C:2]=2[CH3:1])[C:18]([Cl:19])=[CH:17][C:13]=1[C:14]([OH:16])=[O:15].[CH3:5][CH2:6][OH:7]. (3) Given the reactants [CH2:1]([O:3][C:4]([C:6]1[C:11](O)=[CH:10][C:9](=[O:13])[N:8]([CH3:14])[C:7]=1[NH:15][CH3:16])=[O:5])[CH3:2].O=P(Cl)(Cl)[Cl:19], predict the reaction product. The product is: [CH2:1]([O:3][C:4]([C:6]1[C:11]([Cl:19])=[CH:10][C:9](=[O:13])[N:8]([CH3:14])[C:7]=1[NH:15][CH3:16])=[O:5])[CH3:2]. (4) Given the reactants [NH2:1][C:2]1[CH:3]=[C:4]2[C:12](=[CH:13][CH:14]=1)[NH:11][C:10]1[CH2:9][N:8]([CH3:15])[CH2:7][CH2:6][C:5]2=1.[Cl:16][C:17]1[N:18]=[C:19]2[N:23]([C:24]=1[S:25](Cl)(=[O:27])=[O:26])[CH:22]=[CH:21][S:20]2.C([O-])(O)=O.[Na+], predict the reaction product. The product is: [CH3:15][N:8]1[CH2:7][CH2:6][C:5]2[C:4]3[C:12](=[CH:13][CH:14]=[C:2]([NH:1][S:25]([C:24]4[N:23]5[C:19]([S:20][CH:21]=[CH:22]5)=[N:18][C:17]=4[Cl:16])(=[O:26])=[O:27])[CH:3]=3)[NH:11][C:10]=2[CH2:9]1.